From a dataset of Forward reaction prediction with 1.9M reactions from USPTO patents (1976-2016). Predict the product of the given reaction. (1) The product is: [C:21]([O:24][CH2:25][C:26]1[C:27]([N:41]2[CH2:53][CH2:52][N:44]3[C:45]4[CH2:46][CH2:47][CH2:48][CH2:49][C:50]=4[CH:51]=[C:43]3[C:42]2=[O:54])=[N:28][CH:29]=[CH:30][C:31]=1[C:2]1[CH:3]=[C:4]([NH:10][C:11]2[CH:16]=[CH:15][C:14]([S:17]([CH3:20])(=[O:19])=[O:18])=[CH:13][N:12]=2)[C:5](=[O:9])[N:6]([CH3:8])[CH:7]=1)(=[O:23])[CH3:22]. Given the reactants Br[C:2]1[CH:3]=[C:4]([NH:10][C:11]2[CH:16]=[CH:15][C:14]([S:17]([CH3:20])(=[O:19])=[O:18])=[CH:13][N:12]=2)[C:5](=[O:9])[N:6]([CH3:8])[CH:7]=1.[C:21]([O:24][CH2:25][C:26]1[C:27]([N:41]2[CH2:53][CH2:52][N:44]3[C:45]4[CH2:46][CH2:47][CH2:48][CH2:49][C:50]=4[CH:51]=[C:43]3[C:42]2=[O:54])=[N:28][CH:29]=[CH:30][C:31]=1B1OC(C)(C)C(C)(C)O1)(=[O:23])[CH3:22].[O-]P([O-])([O-])=O.[K+].[K+].[K+].CC([O-])=O.[Na+], predict the reaction product. (2) The product is: [Br:15][C:13]1[CH:14]=[C:9]([NH:8][S:29]([C:23]2[CH:28]=[CH:27][CH:26]=[CH:25][CH:24]=2)(=[O:31])=[O:30])[C:10]([Cl:16])=[N:11][CH:12]=1. Given the reactants N1C=CC=CC=1N.[NH2:8][C:9]1[C:10]([Cl:16])=[N:11][CH:12]=[C:13]([Br:15])[CH:14]=1.N1C=CC=CC=1.[C:23]1([S:29](Cl)(=[O:31])=[O:30])[CH:28]=[CH:27][CH:26]=[CH:25][CH:24]=1, predict the reaction product. (3) The product is: [CH:2]([OH:4])=[CH2:3].[C:5]([O:4][CH:2]=[CH2:3])(=[O:18])[CH3:6]. Given the reactants Cl.[CH2:2]([O:4][CH:5]([O:18]CC)[CH2:6]C[Si](OCC)(OCC)OCC)[CH3:3].C(=O)CCC, predict the reaction product. (4) Given the reactants [F:1][C:2]1[CH:3]=[C:4]([CH:27]=[C:28]([N:30]2[CH2:35][CH2:34][O:33][CH2:32][CH2:31]2)[CH:29]=1)[C:5]([NH:7][C:8]1[C:17]2[C:12](=[CH:13][CH:14]=[CH:15][CH:16]=2)[C:11]([O:18][C:19]2[CH:24]=[CH:23][N:22]=[C:21](SC)[N:20]=2)=[CH:10][CH:9]=1)=[O:6].C1C=C(Cl)C=C(C(OO)=O)C=1.[CH3:47][N:48]([CH3:55])[CH2:49][C:50]([CH3:54])([CH3:53])[CH2:51][NH2:52], predict the reaction product. The product is: [CH3:47][N:48]([CH3:55])[CH2:49][C:50]([CH3:54])([CH3:53])[CH2:51][NH:52][C:21]1[N:20]=[C:19]([O:18][C:11]2[C:12]3[C:17](=[CH:16][CH:15]=[CH:14][CH:13]=3)[C:8]([NH:7][C:5](=[O:6])[C:4]3[CH:27]=[C:28]([N:30]4[CH2:35][CH2:34][O:33][CH2:32][CH2:31]4)[CH:29]=[C:2]([F:1])[CH:3]=3)=[CH:9][CH:10]=2)[CH:24]=[CH:23][N:22]=1. (5) Given the reactants Cl[C:2]1[N:11]=[C:10]([OH:12])[C:9]2[C:4](=[C:5]([CH3:15])[C:6]([O:13][CH3:14])=[CH:7][CH:8]=2)[N:3]=1.[CH:16]([C:19]1[CH:23]=[CH:22][NH:21][N:20]=1)([CH3:18])[CH3:17], predict the reaction product. The product is: [OH:12][C:10]1[C:9]2[C:4](=[C:5]([CH3:15])[C:6]([O:13][CH3:14])=[CH:7][CH:8]=2)[N:3]=[C:2]([N:21]2[CH:22]=[CH:23][C:19]([CH:16]([CH3:18])[CH3:17])=[N:20]2)[N:11]=1. (6) Given the reactants CC1C=CC(S(O[CH2:12][CH:13]2[CH2:22][CH2:21][C:20]3[C:15](=[CH:16][C:17]([S:23]([CH3:26])(=[O:25])=[O:24])=[CH:18][CH:19]=3)[O:14]2)(=O)=O)=CC=1.[CH2:27]([NH2:31])[CH2:28][CH2:29][CH3:30], predict the reaction product. The product is: [CH3:26][S:23]([C:17]1[CH:16]=[C:15]2[C:20]([CH2:21][CH2:22][CH:13]([CH2:12][NH:31][CH2:27][CH2:28][CH2:29][CH3:30])[O:14]2)=[CH:19][CH:18]=1)(=[O:24])=[O:25]. (7) Given the reactants [CH:1]1([NH:4][C:5](=[O:13])[C:6]2[CH:11]=[CH:10][C:9](F)=[CH:8][CH:7]=2)[CH2:3][CH2:2]1.[CH3:14][CH:15]1[O:20][C:19]2[CH:21]=[CH:22][C:23]([O:25][CH:26]3[CH2:31][CH2:30][NH:29][CH2:28][CH2:27]3)=[CH:24][C:18]=2[NH:17][C:16]1=[O:32], predict the reaction product. The product is: [CH:1]1([NH:4][C:5](=[O:13])[C:6]2[CH:11]=[CH:10][C:9]([N:29]3[CH2:30][CH2:31][CH:26]([O:25][C:23]4[CH:22]=[CH:21][C:19]5[O:20][CH:15]([CH3:14])[C:16](=[O:32])[NH:17][C:18]=5[CH:24]=4)[CH2:27][CH2:28]3)=[CH:8][CH:7]=2)[CH2:3][CH2:2]1. (8) Given the reactants [Cl:1][C:2]1[CH:7]=[CH:6][C:5]([C@H:8]([NH2:13])[CH2:9][N:10]([CH3:12])[CH3:11])=[CH:4][C:3]=1[O:14][CH3:15].O[C:17]1[C:18]2[CH:26]=[CH:25][CH:24]=[C:23]([C:27]([NH2:29])=[O:28])[C:19]=2[N:20]=[N:21][N:22]=1, predict the reaction product. The product is: [Cl:1][C:2]1[CH:7]=[CH:6][C:5]([C@H:8]([NH:13][C:17]2[C:18]3[CH:26]=[CH:25][CH:24]=[C:23]([C:27]([NH2:29])=[O:28])[C:19]=3[N:20]=[N:21][N:22]=2)[CH2:9][N:10]([CH3:12])[CH3:11])=[CH:4][C:3]=1[O:14][CH3:15]. (9) Given the reactants [CH2:1]([O:8][C:9]1[C:18]2[C:13](=[CH:14][CH:15]=[C:16](Br)[CH:17]=2)[N:12]=[C:11]([CH2:20][O:21][C:22]2[CH:27]=[CH:26][CH:25]=[C:24]([O:28][CH2:29][CH:30]3[CH2:35][CH2:34][O:33][CH2:32][CH2:31]3)[CH:23]=2)[C:10]=1[CH3:36])[C:2]1[CH:7]=[CH:6][CH:5]=[CH:4][CH:3]=1.[N:37]1[CH:42]=[CH:41][CH:40]=[C:39](OB(O)O)[CH:38]=1.C(=O)([O-])[O-].[Na+].[Na+].O, predict the reaction product. The product is: [CH2:1]([O:8][C:9]1[C:18]2[C:13](=[CH:14][CH:15]=[C:16]([C:39]3[CH:38]=[N:37][CH:42]=[CH:41][CH:40]=3)[CH:17]=2)[N:12]=[C:11]([CH2:20][O:21][C:22]2[CH:27]=[CH:26][CH:25]=[C:24]([O:28][CH2:29][CH:30]3[CH2:35][CH2:34][O:33][CH2:32][CH2:31]3)[CH:23]=2)[C:10]=1[CH3:36])[C:2]1[CH:7]=[CH:6][CH:5]=[CH:4][CH:3]=1.